The task is: Predict the reaction yield, written as a fraction of the theoretical maximum amount of product (1.0 means a 100% yield; for example, 0.34 means a 34% yield).. This data is from Reaction yield outcomes from USPTO patents with 853,638 reactions. (1) The reactants are [Br:1][CH2:2][C:3]([C:5]1[CH:10]=[C:9]([F:11])[C:8]([F:12])=[CH:7][C:6]=1[F:13])=[O:4].[O:14]1[CH:18]=[CH:17][N:16]=[C:15]1[NH2:19].C1COCC1. The catalyst is C(#N)C. The product is [BrH:1].[NH:19]=[C:15]1[N:16]([CH2:2][C:3]([C:5]2[CH:10]=[C:9]([F:11])[C:8]([F:12])=[CH:7][C:6]=2[F:13])=[O:4])[CH:17]=[CH:18][O:14]1. The yield is 0.790. (2) The reactants are Cl.Cl.[C:3]([CH2:11][C:12]([O:14][CH3:15])=[O:13])(=O)[C:4]1[CH:9]=[CH:8][CH:7]=[N:6][CH:5]=1.C([O-])(=O)C.[Na+].C(O)(=O)C.[NH3:25]. The catalyst is CO.C1(C)C=CC=CC=1. The product is [NH2:25][C:3]([C:4]1[CH:5]=[N:6][CH:7]=[CH:8][CH:9]=1)=[CH:11][C:12]([O:14][CH3:15])=[O:13]. The yield is 0.830. (3) The reactants are [C:1]([C:6]1[N:14]2[C:9]([CH:10]=[CH:11][CH:12]=[CH:13]2)=[CH:8][C:7]=1[CH2:15][OH:16])#[C:2][CH2:3][CH2:4][CH3:5]. The catalyst is O=[Mn]=O. The product is [C:1]([C:6]1[N:14]2[C:9]([CH:10]=[CH:11][CH:12]=[CH:13]2)=[CH:8][C:7]=1[CH:15]=[O:16])#[C:2][CH2:3][CH2:4][CH3:5]. The yield is 0.730. (4) The reactants are [NH2:1][C:2]1[C:7]([F:8])=[C:6]([Cl:9])[N:5]=[C:4]([C:10]([O:12][CH3:13])=[O:11])[C:3]=1/[CH:14]=[CH:15]/[Si](C)(C)C.[Cl:20]N1C(=O)CCC1=O.O. The catalyst is CN(C=O)C. The product is [NH2:1][C:2]1[C:7]([F:8])=[C:6]([Cl:9])[N:5]=[C:4]([C:10]([O:12][CH3:13])=[O:11])[C:3]=1/[CH:14]=[CH:15]/[Cl:20]. The yield is 0.487.